This data is from Catalyst prediction with 721,799 reactions and 888 catalyst types from USPTO. The task is: Predict which catalyst facilitates the given reaction. (1) Reactant: [C:1]([C:3]1[CH:8]=[CH:7][C:6]([C:9]2([N:12]([CH2:16][CH2:17][CH3:18])[CH2:13][CH2:14][CH3:15])[CH2:11][CH2:10]2)=[CH:5][CH:4]=1)#[CH:2].[CH2:19]([O:21][C:22](=[O:30])[C:23]1[CH:28]=[CH:27][C:26](I)=[CH:25][CH:24]=1)[CH3:20]. Product: [CH2:13]([N:12]([CH2:16][CH2:17][CH3:18])[C:9]1([C:6]2[CH:7]=[CH:8][C:3]([C:1]#[C:2][C:26]3[CH:27]=[CH:28][C:23]([C:22]([O:21][CH2:19][CH3:20])=[O:30])=[CH:24][CH:25]=3)=[CH:4][CH:5]=2)[CH2:10][CH2:11]1)[CH2:14][CH3:15]. The catalyst class is: 337. (2) Reactant: Br[CH2:2][C:3]1[N:8]([C:9]2[CH:14]=[CH:13][CH:12]=[C:11]([C:15]([F:18])([F:17])[F:16])[CH:10]=2)[C:7](=[O:19])[C:6]([C:20]([OH:22])=[O:21])=[CH:5][CH:4]=1.[OH-:23].[Na+]. Product: [OH:23][CH2:2][C:3]1[N:8]([C:9]2[CH:14]=[CH:13][CH:12]=[C:11]([C:15]([F:18])([F:17])[F:16])[CH:10]=2)[C:7](=[O:19])[C:6]([C:20]([OH:22])=[O:21])=[CH:5][CH:4]=1. The catalyst class is: 5. (3) Reactant: [CH3:1][NH:2][S:3]([N:6]1[CH2:10][CH2:9]OC1=O)(=[O:5])=[O:4].N[C@@H]1C[CH2:16][N:15]([C:18]([O:20][C:21]([CH3:24])([CH3:23])[CH3:22])=[O:19])[CH2:14]1.C(N(CC)CC)C.O. Product: [CH3:1][NH:2][S:3]([NH:6][C@@H:10]1[CH2:9][CH2:16][N:15]([C:18]([O:20][C:21]([CH3:24])([CH3:23])[CH3:22])=[O:19])[CH2:14]1)(=[O:4])=[O:5]. The catalyst class is: 10. (4) Reactant: [H-].[H-].[H-].[H-].[Li+].[Al+3].[F:7][C:8]1[CH:9]=[C:10]([CH:15]=[C:16]([C:18]2[C:19]([O:28][CH2:29][CH2:30][O:31][CH3:32])=[N:20][C:21]([C:24]([F:27])([F:26])[F:25])=[CH:22][CH:23]=2)[CH:17]=1)[C:11](OC)=[O:12]. Product: [F:7][C:8]1[CH:9]=[C:10]([CH2:11][OH:12])[CH:15]=[C:16]([C:18]2[C:19]([O:28][CH2:29][CH2:30][O:31][CH3:32])=[N:20][C:21]([C:24]([F:27])([F:26])[F:25])=[CH:22][CH:23]=2)[CH:17]=1. The catalyst class is: 7. (5) Reactant: [Si:1]([O:8][C:9]1[CH:10]=[CH:11][C:12]2[O:16][C:15](=[O:17])[NH:14][C:13]=2[CH:18]=1)([C:4]([CH3:7])([CH3:6])[CH3:5])([CH3:3])[CH3:2].[H-].[Na+].I[CH3:22]. Product: [Si:1]([O:8][C:9]1[CH:10]=[CH:11][C:12]2[O:16][C:15](=[O:17])[N:14]([CH3:22])[C:13]=2[CH:18]=1)([C:4]([CH3:7])([CH3:5])[CH3:6])([CH3:3])[CH3:2]. The catalyst class is: 255.